This data is from Forward reaction prediction with 1.9M reactions from USPTO patents (1976-2016). The task is: Predict the product of the given reaction. (1) Given the reactants [CH3:1][O:2][C:3](=[O:11])[C:4]1[CH:9]=[CH:8][CH:7]=[CH:6][C:5]=1I.C(N(CC)CC)C.[Br:19][C:20]1[CH:25]=[CH:24][C:23]([C:26]#[CH:27])=[CH:22][CH:21]=1, predict the reaction product. The product is: [CH3:1][O:2][C:3](=[O:11])[C:4]1[CH:9]=[CH:8][CH:7]=[CH:6][C:5]=1[C:27]#[C:26][C:23]1[CH:24]=[CH:25][C:20]([Br:19])=[CH:21][CH:22]=1. (2) Given the reactants Cl.[CH2:2]([S:4]([N:7]1[CH:11]=[CH:10][CH:9]=[C:8]1[CH2:12][NH2:13])(=[O:6])=[O:5])[CH3:3].[F:14][C:15]([F:26])([F:25])[C:16]1[CH:17]=[C:18]([CH:22]=[CH:23][CH:24]=1)[C:19](O)=[O:20], predict the reaction product. The product is: [CH2:2]([S:4]([N:7]1[CH:11]=[CH:10][CH:9]=[C:8]1[CH2:12][NH:13][C:19](=[O:20])[C:18]1[CH:22]=[CH:23][CH:24]=[C:16]([C:15]([F:14])([F:25])[F:26])[CH:17]=1)(=[O:5])=[O:6])[CH3:3]. (3) The product is: [CH3:24][N:25]([CH3:26])[C:2]1[N:3]=[C:4]2[N:10]([CH:11]([CH2:12][CH3:13])[CH2:14][CH3:15])[C:9]([OH:16])=[N:8][C:5]2=[N:6][CH:7]=1. Given the reactants Br[C:2]1[N:3]=[C:4]2[N:10]([CH:11]([CH2:14][CH3:15])[CH2:12][CH3:13])[C:9](=[O:16])[N:8](C(OC(C)(C)C)=O)[C:5]2=[N:6][CH:7]=1.[CH3:24][NH:25][CH3:26].CC([O-])(C)C.[Na+].Cl, predict the reaction product. (4) Given the reactants [CH3:1][NH:2][C:3]1[C:4]([N+:9]([O-])=O)=[N:5][CH:6]=[CH:7][CH:8]=1, predict the reaction product. The product is: [CH3:1][NH:2][C:3]1[C:4]([NH2:9])=[N:5][CH:6]=[CH:7][CH:8]=1. (5) Given the reactants [C:1]([O:4][CH2:5][C:6]([CH3:35])([CH3:34])[CH2:7][N:8]1[C:14]2[CH:15]=[CH:16][C:17]([Cl:19])=[CH:18][C:13]=2[C@@H:12]([C:20]2[CH:25]=[CH:24][CH:23]=[C:22]([O:26][CH3:27])[C:21]=2[O:28][CH3:29])[O:11][C@H:10]([CH2:30][CH:31]=[O:32])[C:9]1=[O:33])(=[O:3])[CH3:2].[Si:36](C#N)([C:39]([CH3:42])([CH3:41])[CH3:40])([CH3:38])[CH3:37].[C-:45]#[N:46].[K+].C1OCCOCCOCCOCCOCCOC1, predict the reaction product. The product is: [C:1]([O:4][CH2:5][C:6]([CH3:35])([CH3:34])[CH2:7][N:8]1[C:14]2[CH:15]=[CH:16][C:17]([Cl:19])=[CH:18][C:13]=2[C@@H:12]([C:20]2[CH:25]=[CH:24][CH:23]=[C:22]([O:26][CH3:27])[C:21]=2[O:28][CH3:29])[O:11][C@H:10]([CH2:30][CH:31]([O:32][Si:36]([C:39]([CH3:42])([CH3:41])[CH3:40])([CH3:38])[CH3:37])[C:45]#[N:46])[C:9]1=[O:33])(=[O:3])[CH3:2]. (6) Given the reactants [H-].[H-].[H-].[H-].[Li+].[Al+3].[C:7]([O:11][C:12](=[O:27])[NH:13][C@@H:14]([CH2:20][C:21]1[CH:26]=[CH:25][CH:24]=[CH:23][CH:22]=1)[C@H:15]([OH:19])[CH2:16][C:17]#[N:18])([CH3:10])([CH3:9])[CH3:8], predict the reaction product. The product is: [C:7]([O:11][C:12](=[O:27])[NH:13][C@@H:14]([CH2:20][C:21]1[CH:22]=[CH:23][CH:24]=[CH:25][CH:26]=1)[C@H:15]([OH:19])[CH2:16][CH2:17][NH2:18])([CH3:10])([CH3:8])[CH3:9].